Dataset: NCI-60 drug combinations with 297,098 pairs across 59 cell lines. Task: Regression. Given two drug SMILES strings and cell line genomic features, predict the synergy score measuring deviation from expected non-interaction effect. Drug 1: C1C(C(OC1N2C=C(C(=O)NC2=O)F)CO)O. Drug 2: CC1C(C(CC(O1)OC2CC(OC(C2O)C)OC3=CC4=CC5=C(C(=O)C(C(C5)C(C(=O)C(C(C)O)O)OC)OC6CC(C(C(O6)C)O)OC7CC(C(C(O7)C)O)OC8CC(C(C(O8)C)O)(C)O)C(=C4C(=C3C)O)O)O)O. Cell line: RPMI-8226. Synergy scores: CSS=66.4, Synergy_ZIP=0.519, Synergy_Bliss=0.841, Synergy_Loewe=-1.95, Synergy_HSA=0.647.